From a dataset of Forward reaction prediction with 1.9M reactions from USPTO patents (1976-2016). Predict the product of the given reaction. (1) Given the reactants [C:1]([O:5][C:6]([N:8]1[CH2:13][CH2:12][C:11]([CH3:17])([C:14]([OH:16])=O)[CH2:10][CH2:9]1)=[O:7])([CH3:4])([CH3:3])[CH3:2].N1C=CC=CC=1.C(Cl)(=O)C(Cl)=O.[C:30]([C:34]1[CH:35]=[C:36]([CH:38]=[CH:39][CH:40]=1)[NH2:37])([CH3:33])([CH3:32])[CH3:31], predict the reaction product. The product is: [C:30]([C:34]1[CH:35]=[C:36]([NH:37][C:14]([C:11]2([CH3:17])[CH2:10][CH2:9][N:8]([C:6]([O:5][C:1]([CH3:2])([CH3:3])[CH3:4])=[O:7])[CH2:13][CH2:12]2)=[O:16])[CH:38]=[CH:39][CH:40]=1)([CH3:33])([CH3:31])[CH3:32]. (2) Given the reactants [H-].[Na+].[CH2:3]([O:11][CH2:12][C:13]([CH2:18][O:19][CH2:20][CH2:21][CH2:22][CH2:23][CH2:24][CH2:25][CH2:26][CH3:27])([CH2:16][OH:17])[CH2:14][OH:15])[CH2:4][CH2:5][CH2:6][CH2:7][CH2:8][CH2:9][CH3:10].Br.Br[CH2:30][CH2:31][N:32]([CH2:35][CH3:36])[CH2:33][CH3:34], predict the reaction product. The product is: [CH2:31]([N:32]([CH2:35][CH3:36])[CH2:33][CH2:34][O:15][CH2:14][C:13]([CH2:12][O:11][CH2:3][CH2:4][CH2:5][CH2:6][CH2:7][CH2:8][CH2:9][CH3:10])([CH2:18][O:19][CH2:20][CH2:21][CH2:22][CH2:23][CH2:24][CH2:25][CH2:26][CH3:27])[CH2:16][O:17][CH2:30][CH2:31][N:32]([CH2:35][CH3:36])[CH2:33][CH3:34])[CH3:30]. (3) Given the reactants [Si](Cl)([C:4]([CH3:7])([CH3:6])[CH3:5])(C)C.N1[CH:13]=[CH:12]N=C1.[BH4-].[Na+].[N+]([C:19]1[CH:27]=[CH:26][C:22]([C:23](O)=[O:24])=[CH:21][CH:20]=1)([O-])=O.[CH:28]1C=CC(P(C2C=CC=CC=2)C2C=CC=CC=2)=CC=1.CCOC(/N=N/C([O:56][CH2:57][CH3:58])=O)=O.[C:59]([O:63]O)(C)([CH3:61])[CH3:60].[N+](CCCC)(CCCC)(CCCC)CCCC.[F-].[OH-].[K+], predict the reaction product. The product is: [OH:63][C@H:59]1[CH2:61][CH2:6][C@@:4]2([CH3:7])[C:5](=[CH:58][C@H:57]([OH:56])[C@@H:27]3[C@@H:19]2[CH2:20][CH2:21][C@@:22]2([CH3:28])[C@H:26]3[CH2:12][CH2:13][C@H:23]2[OH:24])[CH2:60]1. (4) Given the reactants [CH2:1]([CH:5]1[CH2:13][C:12]2[C:7](=[CH:8][CH:9]=[C:10]([O:14][CH3:15])[CH:11]=2)[C:6]1=[O:16])[CH2:2][CH2:3][CH3:4].[Br:17]NC(=O)CCC(N)=O, predict the reaction product. The product is: [Br:17][C:11]1[C:10]([O:14][CH3:15])=[CH:9][CH:8]=[C:7]2[C:12]=1[CH2:13][CH:5]([CH2:1][CH2:2][CH2:3][CH3:4])[C:6]2=[O:16]. (5) Given the reactants [Cl:1][C:2]1[CH:7]=[C:6]([C:8]([O-:10])=O)[CH:5]=[C:4]([Cl:11])[C:3]=1[C:12]([O:14][CH3:15])=[O:13].[C:16]1([C@H:26]([NH2:28])[CH3:27])[C:25]2[C:20](=[CH:21][CH:22]=[CH:23][CH:24]=2)[CH:19]=[CH:18][CH:17]=1.CN(C(ON1N=NC2C=CC=CC1=2)=[N+](C)C)C.F[P-](F)(F)(F)(F)F.C1C=CC2N(O)N=NC=2C=1.C(N(C(C)C)CC)(C)C, predict the reaction product. The product is: [Cl:11][C:4]1[CH:5]=[C:6]([C:8]([NH:28][C@@H:26]([C:16]2[C:25]3[C:20](=[CH:21][CH:22]=[CH:23][CH:24]=3)[CH:19]=[CH:18][CH:17]=2)[CH3:27])=[O:10])[CH:7]=[C:2]([Cl:1])[C:3]=1[C:12]([O:14][CH3:15])=[O:13]. (6) Given the reactants [Cl:1][C:2]1[CH:11]=[C:10]([C:12]2[CH:13]=[N:14][C:15]3[N:16]([C:18]([CH2:21][C:22]4[CH:23]=[C:24]5[C:29](=[CH:30][CH:31]=4)[N:28]=[CH:27][CH:26]=[CH:25]5)=[CH:19][N:20]=3)[N:17]=2)[CH:9]=[CH:8][C:3]=1[C:4]([O:6]C)=[O:5].[OH-].[Li+], predict the reaction product. The product is: [Cl:1][C:2]1[CH:11]=[C:10]([C:12]2[CH:13]=[N:14][C:15]3[N:16]([C:18]([CH2:21][C:22]4[CH:23]=[C:24]5[C:29](=[CH:30][CH:31]=4)[N:28]=[CH:27][CH:26]=[CH:25]5)=[CH:19][N:20]=3)[N:17]=2)[CH:9]=[CH:8][C:3]=1[C:4]([OH:6])=[O:5]. (7) Given the reactants [Li+].C[Si]([N-][Si](C)(C)C)(C)C.[O:11]=[C:12]1[N:16]([C:17]([O:19][C:20]([CH3:23])([CH3:22])[CH3:21])=[O:18])[C@H:15]([C:24]([O:26][CH2:27][CH3:28])=[O:25])[CH2:14][CH2:13]1.[F:29][C:30]1[CH:37]=[CH:36][C:33]([CH2:34]Br)=[CH:32][CH:31]=1, predict the reaction product. The product is: [F:29][C:30]1[CH:37]=[CH:36][C:33]([CH2:34][C@H:13]2[C:12](=[O:11])[N:16]([C:17]([O:19][C:20]([CH3:23])([CH3:22])[CH3:21])=[O:18])[C@H:15]([C:24]([O:26][CH2:27][CH3:28])=[O:25])[CH2:14]2)=[CH:32][CH:31]=1.